From a dataset of Full USPTO retrosynthesis dataset with 1.9M reactions from patents (1976-2016). Predict the reactants needed to synthesize the given product. (1) Given the product [N:14]1([C:12](=[O:13])[CH2:11][S:10][C:8]2[S:9][C:5]3[CH:4]=[CH:3][C:2]([NH:1][S:26]([CH3:25])(=[O:28])=[O:27])=[CH:24][C:6]=3[N:7]=2)[C:23]2[C:18](=[CH:19][CH:20]=[CH:21][CH:22]=2)[CH2:17][CH2:16][CH2:15]1, predict the reactants needed to synthesize it. The reactants are: [NH2:1][C:2]1[CH:3]=[CH:4][C:5]2[S:9][C:8]([S:10][CH2:11][C:12]([N:14]3[C:23]4[C:18](=[CH:19][CH:20]=[CH:21][CH:22]=4)[CH2:17][CH2:16][CH2:15]3)=[O:13])=[N:7][C:6]=2[CH:24]=1.[CH3:25][S:26](Cl)(=[O:28])=[O:27].N1C=CC=CC=1. (2) Given the product [Br:1][C:2]1[CH:11]=[CH:10][C:5]([C:6]([O:8][CH3:9])=[O:7])=[C:4]([CH3:12])[C:3]=1[O:13][CH3:16], predict the reactants needed to synthesize it. The reactants are: [Br:1][C:2]1[CH:11]=[CH:10][C:5]([C:6]([O:8][CH3:9])=[O:7])=[C:4]([CH3:12])[C:3]=1[OH:13].IC.[C:16](=O)([O-])[O-].[K+].[K+].CC(C)=O. (3) The reactants are: [Cl:1][C:2]1[CH:7]=[C:6]([O:8][CH:9]([F:11])[F:10])[CH:5]=[CH:4][C:3]=1[C:12]1[CH:17]=[CH:16][N:15]=[C:14]([NH:18][CH:19]([CH3:23])[CH2:20][O:21][CH3:22])[C:13]=1[NH2:24].[C:25](OC)(=[O:29])[C:26]([CH3:28])=O. Given the product [Cl:1][C:2]1[CH:7]=[C:6]([O:8][CH:9]([F:10])[F:11])[CH:5]=[CH:4][C:3]=1[C:12]1[C:13]2[N:24]=[C:26]([CH3:28])[C:25](=[O:29])[N:18]([CH:19]([CH3:23])[CH2:20][O:21][CH3:22])[C:14]=2[N:15]=[CH:16][CH:17]=1, predict the reactants needed to synthesize it. (4) Given the product [C:20]([OH:25])(=[O:24])[CH:21]=[CH2:22].[NH2:14][C:20]([O:25][CH2:26][CH3:27])=[O:24], predict the reactants needed to synthesize it. The reactants are: C1C(CC2C=CC([N:14]=C=O)=CC=2)=CC=C(N=C=O)C=1.[C:20]([O:25][CH2:26][CH2:27]N=C=O)(=[O:24])[C:21](C)=[CH2:22].N(CCC[Si](OC)(OC)OC)=C=O. (5) Given the product [NH:2]1[C:1]2[C:12](=[CH:7][CH:8]=[CH:9][CH:10]=2)[CH:11]=[CH:4]1, predict the reactants needed to synthesize it. The reactants are: [CH3:1][N:2]([CH:4]=O)C.N[C:7]1[CH:12]=[CH:11][CH:10]=[CH:9][C:8]=1S.CC(OC(C)=O)=O. (6) Given the product [CH:22]1([CH2:21][O:1][C:2]2[CH:3]=[CH:4][C:5]([CH2:8][CH2:13][C:14]([OH:15])=[O:17])=[CH:6][CH:7]=2)[CH2:24][CH2:23]1, predict the reactants needed to synthesize it. The reactants are: [OH:1][C:2]1[CH:7]=[CH:6][C:5]([CH:8]([CH3:13])C(OC)=O)=[CH:4][CH:3]=1.[C:14](=[O:17])([O-])[O-:15].[K+].[K+].Br[CH2:21][CH:22]1[CH2:24][CH2:23]1.[OH-].[Na+].Cl. (7) Given the product [O-:6][N+:20]1[C:21]2[CH:22]=[CH:23][CH:24]=[CH:25][C:26]=2[C:17]2[N:16]([CH2:28][CH2:29][CH2:30][O:31][N:32]3[C:40](=[O:41])[C:39]4[C:34](=[CH:35][CH:36]=[CH:37][CH:38]=4)[C:33]3=[O:42])[C:15]([CH2:12][CH2:13][CH3:14])=[N:27][C:18]=2[CH:19]=1, predict the reactants needed to synthesize it. The reactants are: ClC1C=C(C=CC=1)C(OO)=[O:6].[CH2:12]([C:15]1[N:16]([CH2:28][CH2:29][CH2:30][O:31][N:32]2[C:40](=[O:41])[C:39]3[C:34](=[CH:35][CH:36]=[CH:37][CH:38]=3)[C:33]2=[O:42])[C:17]2[C:26]3[CH:25]=[CH:24][CH:23]=[CH:22][C:21]=3[N:20]=[CH:19][C:18]=2[N:27]=1)[CH2:13][CH3:14].